From a dataset of Peptide-MHC class I binding affinity with 185,985 pairs from IEDB/IMGT. Regression. Given a peptide amino acid sequence and an MHC pseudo amino acid sequence, predict their binding affinity value. This is MHC class I binding data. (1) The peptide sequence is GSFQEFRSNH. The MHC is HLA-A33:01 with pseudo-sequence HLA-A33:01. The binding affinity (normalized) is 0.00932. (2) The peptide sequence is LTMQRLLANH. The MHC is HLA-A11:01 with pseudo-sequence HLA-A11:01. The binding affinity (normalized) is 0.304. (3) The peptide sequence is ELWCRQPPY. The MHC is HLA-B35:01 with pseudo-sequence HLA-B35:01. The binding affinity (normalized) is 0.119. (4) The peptide sequence is LECFVRSSP. The MHC is H-2-Kb with pseudo-sequence H-2-Kb. The binding affinity (normalized) is 0.220. (5) The peptide sequence is VQKVNPAPK. The binding affinity (normalized) is 0.371. The MHC is HLA-A31:01 with pseudo-sequence HLA-A31:01.